From a dataset of Retrosynthesis with 50K atom-mapped reactions and 10 reaction types from USPTO. Predict the reactants needed to synthesize the given product. (1) Given the product CC(=O)OC(C)c1ccc2occ(C#N)c(=O)c2c1, predict the reactants needed to synthesize it. The reactants are: CC(=O)[O-].CC(Br)c1ccc2occ(C#N)c(=O)c2c1. (2) Given the product CC(C)(C)[Si](C)(C)OCCc1ccc(N)cn1, predict the reactants needed to synthesize it. The reactants are: CC(C)(C)[Si](C)(C)OCCc1ccc([N+](=O)[O-])cn1. (3) Given the product CCOc1ccc(C#Cc2ccc(C(C)NC(=O)OC(C)(C)C)cc2)cc1, predict the reactants needed to synthesize it. The reactants are: C#Cc1ccc(OCC)cc1.CC(NC(=O)OC(C)(C)C)c1ccc(Br)cc1. (4) The reactants are: CS(=O)(=O)c1ccc(/C(=C\C2CCCCC2)C(=O)O)cc1[N+](=O)[O-].Nc1nccs1. Given the product CS(=O)(=O)c1ccc(/C(=C\C2CCCCC2)C(=O)Nc2nccs2)cc1[N+](=O)[O-], predict the reactants needed to synthesize it. (5) The reactants are: BrCCCCCBr.Nc1ccc(C(F)(F)F)c2ccccc12. Given the product FC(F)(F)c1ccc(N2CCCCC2)c2ccccc12, predict the reactants needed to synthesize it. (6) Given the product COC(=O)c1cccc(Nc2ccccc2)c1, predict the reactants needed to synthesize it. The reactants are: COC(=O)c1cccc(Br)c1.Nc1ccccc1. (7) The reactants are: Cc1c(CC(=O)O)cc(-c2ccc(S(C)(=O)=O)cc2)n1-c1ccc(F)cc1.N[C@@H](CO[N+](=O)[O-])C(=O)O. Given the product Cc1c(CC(=O)N[C@@H](CO[N+](=O)[O-])C(=O)O)cc(-c2ccc(S(C)(=O)=O)cc2)n1-c1ccc(F)cc1, predict the reactants needed to synthesize it.